Dataset: Catalyst prediction with 721,799 reactions and 888 catalyst types from USPTO. Task: Predict which catalyst facilitates the given reaction. (1) Reactant: [S:1]1[CH:5]=[CH:4][C:3]2[C:6]([N:10]3[CH2:15][CH2:14][N:13]([CH2:16][CH2:17][CH2:18][CH2:19][O:20][C:21]4[CH:30]=[C:29]5[C:24]([CH:25]=[CH:26][C:27](=[O:31])[NH:28]5)=[CH:23][CH:22]=4)[CH2:12][CH2:11]3)=[CH:7][CH:8]=[CH:9][C:2]1=2.C(N(CC)CC)C.[CH2:39]([O:45][C:46](Cl)=[O:47])[CH2:40][CH2:41][CH2:42][CH2:43][CH3:44].O. Product: [C:46](=[O:47])([O:45][CH2:39][CH2:40][CH2:41][CH2:42][CH2:43][CH3:44])[O:31][C:27]1[CH:26]=[CH:25][C:24]2[C:29](=[CH:30][C:21]([O:20][CH2:19][CH2:18][CH2:17][CH2:16][N:13]3[CH2:12][CH2:11][N:10]([C:6]4[C:3]5[CH:4]=[CH:5][S:1][C:2]=5[CH:9]=[CH:8][CH:7]=4)[CH2:15][CH2:14]3)=[CH:22][CH:23]=2)[N:28]=1. The catalyst class is: 4. (2) Reactant: Br[CH2:2][C:3]1[S:4][C:5]2[CH:11]=[CH:10][CH:9]=[CH:8][C:6]=2[N:7]=1.Cl.Cl.[F:14][CH2:15][CH2:16][O:17][C:18]1[CH:23]=[CH:22][CH:21]=[CH:20][C:19]=1[N:24]1[CH2:29][CH2:28][NH:27][CH2:26][CH2:25]1. Product: [F:14][CH2:15][CH2:16][O:17][C:18]1[CH:23]=[CH:22][CH:21]=[CH:20][C:19]=1[N:24]1[CH2:25][CH2:26][N:27]([CH2:2][C:3]2[S:4][C:5]3[CH:11]=[CH:10][CH:9]=[CH:8][C:6]=3[N:7]=2)[CH2:28][CH2:29]1. The catalyst class is: 556. (3) Reactant: [F:1][C:2]([F:7])(F)[C:3]([O-])=O.[I:8][C:9]1[CH:10]=[C:11]([C:15]2([C:23]#[N:24])[CH2:21][CH:20]3[NH2+:22][CH:17]([CH2:18][CH2:19]3)[CH2:16]2)[CH:12]=[N:13][CH:14]=1.FC(F)CCS([O-])(=O)=O.C(=O)(O)[O-]. Product: [F:1][CH:2]([F:7])[CH2:3][N:22]1[C@@H:20]2[CH2:19][CH2:18][C@H:17]1[CH2:16][C:15]([C:11]1[CH:12]=[N:13][CH:14]=[C:9]([I:8])[CH:10]=1)([C:23]#[N:24])[CH2:21]2. The catalyst class is: 4. (4) Reactant: [F:1][C:2]1[CH:8]=[C:7](I)[CH:6]=[CH:5][C:3]=1[NH2:4].[CH2:10](C([Sn])=C(CCCC)CCCC)[CH2:11]CC.C(C1C=C(C)C=C(C(C)(C)C)C=1O)(C)(C)C. Product: [F:1][C:2]1[CH:8]=[C:7]([CH:10]=[CH2:11])[CH:6]=[CH:5][C:3]=1[NH2:4]. The catalyst class is: 109.